Dataset: NCI-60 drug combinations with 297,098 pairs across 59 cell lines. Task: Regression. Given two drug SMILES strings and cell line genomic features, predict the synergy score measuring deviation from expected non-interaction effect. (1) Drug 1: C1CNP(=O)(OC1)N(CCCl)CCCl. Drug 2: C1C(C(OC1N2C=NC(=NC2=O)N)CO)O. Cell line: NCIH23. Synergy scores: CSS=-1.52, Synergy_ZIP=2.92, Synergy_Bliss=1.33, Synergy_Loewe=-12.9, Synergy_HSA=-6.84. (2) Drug 1: CC1=C2C(C(=O)C3(C(CC4C(C3C(C(C2(C)C)(CC1OC(=O)C(C(C5=CC=CC=C5)NC(=O)OC(C)(C)C)O)O)OC(=O)C6=CC=CC=C6)(CO4)OC(=O)C)O)C)O. Drug 2: CC(C)CN1C=NC2=C1C3=CC=CC=C3N=C2N. Cell line: SN12C. Synergy scores: CSS=-3.82, Synergy_ZIP=-0.169, Synergy_Bliss=-3.61, Synergy_Loewe=-5.87, Synergy_HSA=-5.63. (3) Drug 1: CC1=C(C(CCC1)(C)C)C=CC(=CC=CC(=CC(=O)O)C)C. Drug 2: CCN(CC)CCCC(C)NC1=C2C=C(C=CC2=NC3=C1C=CC(=C3)Cl)OC. Cell line: MALME-3M. Synergy scores: CSS=18.5, Synergy_ZIP=-1.46, Synergy_Bliss=2.24, Synergy_Loewe=-3.02, Synergy_HSA=1.77.